Dataset: Catalyst prediction with 721,799 reactions and 888 catalyst types from USPTO. Task: Predict which catalyst facilitates the given reaction. Product: [CH2:22]([CH:10]1[C:11]2[N:18]=[C:17]([O:19][CH3:20])[CH:16]=[CH:15][C:12]=2[CH2:13][CH2:14][NH:8][CH2:9]1)[CH3:23]. Reactant: C([N:8]1[CH2:14][CH2:13][C:12]2[CH:15]=[CH:16][C:17]([O:19][CH3:20])=[N:18][C:11]=2[CH2:10][CH2:9]1)C1C=CC=CC=1.[Li][CH2:22][CH2:23]CC.ICC. The catalyst class is: 11.